This data is from Merck oncology drug combination screen with 23,052 pairs across 39 cell lines. The task is: Regression. Given two drug SMILES strings and cell line genomic features, predict the synergy score measuring deviation from expected non-interaction effect. (1) Drug 1: Cn1nnc2c(C(N)=O)ncn2c1=O. Drug 2: C#Cc1cccc(Nc2ncnc3cc(OCCOC)c(OCCOC)cc23)c1. Cell line: UWB1289BRCA1. Synergy scores: synergy=9.99. (2) Drug 1: NC1(c2ccc(-c3nc4ccn5c(=O)[nH]nc5c4cc3-c3ccccc3)cc2)CCC1. Drug 2: CC(C)CC(NC(=O)C(Cc1ccccc1)NC(=O)c1cnccn1)B(O)O. Cell line: ES2. Synergy scores: synergy=-2.45. (3) Drug 1: CC1CC2C3CCC4=CC(=O)C=CC4(C)C3(F)C(O)CC2(C)C1(O)C(=O)CO. Drug 2: Cn1cc(-c2cnn3c(N)c(Br)c(C4CCCNC4)nc23)cn1. Cell line: T47D. Synergy scores: synergy=-42.4.